From a dataset of NCI-60 drug combinations with 297,098 pairs across 59 cell lines. Regression. Given two drug SMILES strings and cell line genomic features, predict the synergy score measuring deviation from expected non-interaction effect. (1) Drug 1: CNC(=O)C1=CC=CC=C1SC2=CC3=C(C=C2)C(=NN3)C=CC4=CC=CC=N4. Drug 2: CCC1=C2CN3C(=CC4=C(C3=O)COC(=O)C4(CC)O)C2=NC5=C1C=C(C=C5)O. Cell line: COLO 205. Synergy scores: CSS=51.8, Synergy_ZIP=10.8, Synergy_Bliss=11.2, Synergy_Loewe=-18.2, Synergy_HSA=8.99. (2) Drug 1: CC1=C2C(C(=O)C3(C(CC4C(C3C(C(C2(C)C)(CC1OC(=O)C(C(C5=CC=CC=C5)NC(=O)OC(C)(C)C)O)O)OC(=O)C6=CC=CC=C6)(CO4)OC(=O)C)OC)C)OC. Drug 2: C(CC(=O)O)C(=O)CN.Cl. Cell line: NCI-H226. Synergy scores: CSS=32.9, Synergy_ZIP=1.36, Synergy_Bliss=1.91, Synergy_Loewe=-11.0, Synergy_HSA=3.44. (3) Drug 1: C1=CC(=CC=C1CCC2=CNC3=C2C(=O)NC(=N3)N)C(=O)NC(CCC(=O)O)C(=O)O. Drug 2: CC1CCCC2(C(O2)CC(NC(=O)CC(C(C(=O)C(C1O)C)(C)C)O)C(=CC3=CSC(=N3)C)C)C. Cell line: UACC-257. Synergy scores: CSS=-1.30, Synergy_ZIP=-3.07, Synergy_Bliss=-3.43, Synergy_Loewe=-3.31, Synergy_HSA=-3.64. (4) Drug 1: C1=NC2=C(N1)C(=S)N=CN2. Cell line: SF-268. Drug 2: C1C(C(OC1N2C=NC3=C2NC=NCC3O)CO)O. Synergy scores: CSS=38.8, Synergy_ZIP=-1.39, Synergy_Bliss=-2.61, Synergy_Loewe=-19.0, Synergy_HSA=-3.26. (5) Drug 1: C1=CC=C(C(=C1)C(C2=CC=C(C=C2)Cl)C(Cl)Cl)Cl. Drug 2: C1CCC(C(C1)N)N.C(=O)(C(=O)[O-])[O-].[Pt+4]. Cell line: MDA-MB-231. Synergy scores: CSS=21.5, Synergy_ZIP=-1.74, Synergy_Bliss=-1.54, Synergy_Loewe=-21.9, Synergy_HSA=0.459. (6) Drug 1: CC(C)(C#N)C1=CC(=CC(=C1)CN2C=NC=N2)C(C)(C)C#N. Drug 2: C1=NC2=C(N=C(N=C2N1C3C(C(C(O3)CO)O)F)Cl)N. Cell line: DU-145. Synergy scores: CSS=1.82, Synergy_ZIP=4.27, Synergy_Bliss=7.66, Synergy_Loewe=-4.10, Synergy_HSA=-1.37.